From a dataset of Forward reaction prediction with 1.9M reactions from USPTO patents (1976-2016). Predict the product of the given reaction. (1) Given the reactants [NH2:1][CH2:2][CH2:3][N:4]([CH2:12][CH2:13][OH:14])C(=O)OC(C)(C)C.[C:15]12([CH2:25][C:26]([NH:28][C:29]3[C:38]([Cl:39])=[CH:37][CH:36]=[C:35]4[C:30]=3[CH:31]=[CH:32][C:33]([CH:40]=O)=[N:34]4)=[O:27])[CH2:24][CH:19]3[CH2:20][CH:21]([CH2:23][CH:17]([CH2:18]3)[CH2:16]1)[CH2:22]2.C(O[BH-](OC(=O)C)OC(=O)C)(=O)C.[Na+], predict the reaction product. The product is: [C:15]12([CH2:25][C:26]([NH:28][C:29]3[C:38]([Cl:39])=[CH:37][CH:36]=[C:35]4[C:30]=3[CH:31]=[CH:32][C:33]([CH2:40][NH:1][CH2:2][CH2:3][NH:4][CH2:12][CH2:13][OH:14])=[N:34]4)=[O:27])[CH2:22][CH:21]3[CH2:23][CH:17]([CH2:18][CH:19]([CH2:20]3)[CH2:24]1)[CH2:16]2. (2) Given the reactants [NH2:1][C:2]1[CH:6]=[CH:5][O:4][N:3]=1.[I:7][C:8]1[C:13]([O:14][CH3:15])=[CH:12][C:11]([C:16]2[C:25]3[C:20](=[CH:21][C:22]([S:26](F)(=[O:28])=[O:27])=[CH:23][CH:24]=3)[N:19]=[CH:18][N:17]=2)=[C:10]([CH3:30])[CH:9]=1.[Li+].C[Si]([N-][Si](C)(C)C)(C)C, predict the reaction product. The product is: [I:7][C:8]1[C:13]([O:14][CH3:15])=[CH:12][C:11]([C:16]2[C:25]3[C:20](=[CH:21][C:22]([S:26]([NH:1][C:2]4[CH:6]=[CH:5][O:4][N:3]=4)(=[O:27])=[O:28])=[CH:23][CH:24]=3)[N:19]=[CH:18][N:17]=2)=[C:10]([CH3:30])[CH:9]=1. (3) Given the reactants [ClH:1].[CH:2]1([CH2:5][N:6]2[CH2:11][CH2:10][C:9]3[N:12]([C@@H:22]4[C:30]5[C:25](=[C:26]([F:32])[CH:27]=[C:28]([F:31])[CH:29]=5)[CH2:24][C@H:23]4[OH:33])[N:13]=[C:14]([C:15]4[CH:20]=[CH:19][C:18]([F:21])=[CH:17][CH:16]=4)[C:8]=3[CH2:7]2)[CH2:4][CH2:3]1, predict the reaction product. The product is: [ClH:1].[CH:2]1([CH2:5][N:6]2[CH2:11][CH2:10][C:9]3[N:12]([CH:22]4[C:30]5[C:25](=[C:26]([F:32])[CH:27]=[C:28]([F:31])[CH:29]=5)[CH2:24][CH:23]4[OH:33])[N:13]=[C:14]([C:15]4[CH:16]=[CH:17][C:18]([F:21])=[CH:19][CH:20]=4)[C:8]=3[CH2:7]2)[CH2:3][CH2:4]1. (4) Given the reactants [H-].[Na+].F[C:4]1[CH:13]=[CH:12][CH:11]=[C:10]2[C:5]=1[C:6]([NH:14][C:15]1[CH:20]=[CH:19][C:18]([O:21][C:22]3[CH:23]=[N:24][C:25]([CH3:28])=[CH:26][CH:27]=3)=[C:17]([CH3:29])[CH:16]=1)=[N:7][CH:8]=[N:9]2.[OH:30][C@@H:31]([CH3:37])[C:32]([N:34]([CH3:36])[CH3:35])=[O:33], predict the reaction product. The product is: [CH3:35][N:34]([CH3:36])[C:32](=[O:33])[C@@H:31]([O:30][C:4]1[CH:13]=[CH:12][CH:11]=[C:10]2[C:5]=1[C:6]([NH:14][C:15]1[CH:20]=[CH:19][C:18]([O:21][C:22]3[CH:23]=[N:24][C:25]([CH3:28])=[CH:26][CH:27]=3)=[C:17]([CH3:29])[CH:16]=1)=[N:7][CH:8]=[N:9]2)[CH3:37]. (5) Given the reactants Br[CH2:2][CH2:3][O:4][C:5]1[CH:20]=[CH:19][C:8]2[C:9]([C:12]3[CH:17]=[CH:16][C:15]([Br:18])=[CH:14][CH:13]=3)=[N:10][S:11][C:7]=2[CH:6]=1.[CH3:21][O:22][CH2:23][CH2:24][NH:25][CH3:26], predict the reaction product. The product is: [Br:18][C:15]1[CH:16]=[CH:17][C:12]([C:9]2[C:8]3[CH:19]=[CH:20][C:5]([O:4][CH2:3][CH2:2][N:25]([CH2:24][CH2:23][O:22][CH3:21])[CH3:26])=[CH:6][C:7]=3[S:11][N:10]=2)=[CH:13][CH:14]=1. (6) Given the reactants Br[C:2]1[CH:7]=[CH:6][C:5]([S:8]([NH:11][C:12]([CH3:15])([CH3:14])[CH3:13])(=[O:10])=[O:9])=[C:4]([CH3:16])[CH:3]=1.P([O-])([O-])([O-])=O.[K+].[K+].[K+].[CH3:25][C:26]1[C:27](B2OC(C)(C)C(C)(C)O2)=[C:28]([C:31]([O:33][CH3:34])=[O:32])[S:29][CH:30]=1.C1(P(C2C=CC=CC=2)C2C=CC=CC=2)C=CC=CC=1, predict the reaction product. The product is: [C:12]([NH:11][S:8]([C:5]1[CH:6]=[CH:7][C:2]([C:27]2[C:26]([CH3:25])=[CH:30][S:29][C:28]=2[C:31]([O:33][CH3:34])=[O:32])=[CH:3][C:4]=1[CH3:16])(=[O:10])=[O:9])([CH3:15])([CH3:14])[CH3:13]. (7) Given the reactants C(OC([NH:8][C@@H:9]([CH2:38][C:39]#[CH:40])[C:10]([NH:12][CH2:13][CH2:14][CH2:15][C:16]#[C:17][C:18]1[CH:19]=[C:20]([CH:35]=[CH:36][CH:37]=1)[O:21][CH:22]1[CH2:27][CH2:26][N:25](C(OC(C)(C)C)=O)[CH2:24][CH2:23]1)=[O:11])=O)(C)(C)C.[C:41]([OH:47])([C:43]([F:46])([F:45])[F:44])=[O:42], predict the reaction product. The product is: [NH2:8][C@@H:9]([CH2:38][C:39]#[CH:40])[C:10]([NH:12][CH2:13][CH2:14][CH2:15][C:16]#[C:17][C:18]1[CH:37]=[CH:36][CH:35]=[C:20]([O:21][CH:22]2[CH2:27][CH2:26][NH:25][CH2:24][CH2:23]2)[CH:19]=1)=[O:11].[C:41]([OH:47])([C:43]([F:46])([F:45])[F:44])=[O:42].